This data is from Catalyst prediction with 721,799 reactions and 888 catalyst types from USPTO. The task is: Predict which catalyst facilitates the given reaction. Reactant: [N+:1]([C:4]1[CH:12]=[C:7]2[CH2:8][NH:9][CH2:10][CH2:11][N:6]2[N:5]=1)([O-:3])=[O:2].[N+](C1C=C2CN(C(=O)C)CCN2N=1)([O-])=O.C([O-])([O-])=O.[K+].[K+].Br[CH2:35][CH2:36][O:37][CH3:38]. Product: [CH3:38][O:37][CH2:36][CH2:35][N:9]1[CH2:10][CH2:11][N:6]2[N:5]=[C:4]([N+:1]([O-:3])=[O:2])[CH:12]=[C:7]2[CH2:8]1. The catalyst class is: 10.